This data is from Reaction yield outcomes from USPTO patents with 853,638 reactions. The task is: Predict the reaction yield, written as a fraction of the theoretical maximum amount of product (1.0 means a 100% yield; for example, 0.34 means a 34% yield). (1) The reactants are [CH3:1][O:2][C:3](=[O:21])[CH2:4][C:5]1[CH:10]=[CH:9][CH:8]=[C:7]([S:11][CH2:12][CH2:13][C@H:14]([O:16]S(C)(=O)=O)[CH3:15])[CH:6]=1.[F:22][C:23]1[CH:40]=[C:39]([F:41])[CH:38]=[CH:37][C:24]=1[O:25][C:26]1[CH:31]=[C:30]([C:32]([F:35])([F:34])[F:33])[CH:29]=[CH:28][C:27]=1O. No catalyst specified. The product is [CH3:1][O:2][C:3](=[O:21])[CH2:4][C:5]1[CH:10]=[CH:9][CH:8]=[C:7]([S:11][CH2:12][CH2:13][C@@H:14]([O:16][C:27]2[CH:28]=[CH:29][C:30]([C:32]([F:34])([F:33])[F:35])=[CH:31][C:26]=2[O:25][C:24]2[CH:37]=[CH:38][C:39]([F:41])=[CH:40][C:23]=2[F:22])[CH3:15])[CH:6]=1. The yield is 0.300. (2) The reactants are [CH3:1][N:2]1[C:11]2[C:6](=[C:7]([N+:12]([O-])=O)[CH:8]=[CH:9][CH:10]=2)[C:5](=[O:15])[C:4]([CH3:16])=[CH:3]1.CN1C2C(=CC=C([N+]([O-])=O)C=2)C(=O)C(C)=C1.[H][H]. The catalyst is CO.[Pd]. The product is [NH2:12][C:7]1[CH:8]=[CH:9][CH:10]=[C:11]2[C:6]=1[C:5](=[O:15])[C:4]([CH3:16])=[CH:3][N:2]2[CH3:1]. The yield is 0.280. (3) The reactants are [Cl:1][C:2]1[CH:7]=[C:6]([Cl:8])[CH:5]=[CH:4][C:3]=1[N:9]1[C:13]([C:14]2[CH:19]=[CH:18][C:17]([O:20][CH2:21][CH2:22][C:23]([F:26])([F:25])[F:24])=[CH:16][CH:15]=2)=[C:12]([CH3:27])[C:11]([C:28]([O:30]CC)=[O:29])=[N:10]1.[OH-].[K+]. The catalyst is C1COCC1.CCO.O. The product is [Cl:1][C:2]1[CH:7]=[C:6]([Cl:8])[CH:5]=[CH:4][C:3]=1[N:9]1[C:13]([C:14]2[CH:15]=[CH:16][C:17]([O:20][CH2:21][CH2:22][C:23]([F:24])([F:25])[F:26])=[CH:18][CH:19]=2)=[C:12]([CH3:27])[C:11]([C:28]([OH:30])=[O:29])=[N:10]1. The yield is 0.990. (4) The reactants are [Cl:1][C:2]1[C:3]([CH3:12])=[C:4]([S:8](Cl)(=[O:10])=[O:9])[CH:5]=[CH:6][CH:7]=1.N1C=CC=CC=1.[CH3:19][O:20][C:21]([C:23]1[O:24][C:25]2[CH:31]=[CH:30][C:29]([NH2:32])=[CH:28][C:26]=2[CH:27]=1)=[O:22].C([O-])(O)=O.[Na+]. The catalyst is ClCCl. The product is [CH3:19][O:20][C:21]([C:23]1[O:24][C:25]2[CH:31]=[CH:30][C:29]([NH:32][S:8]([C:4]3[CH:5]=[CH:6][CH:7]=[C:2]([Cl:1])[C:3]=3[CH3:12])(=[O:10])=[O:9])=[CH:28][C:26]=2[CH:27]=1)=[O:22]. The yield is 0.770. (5) The reactants are [C:1]([C:5]1[CH:6]=[C:7]([CH2:15][CH2:16][C:17]2[CH:18]=[C:19]([CH:22]=[C:23]([CH2:25][CH2:26][C:27]3[CH:32]=[C:31]([C:33]([CH3:36])([CH3:35])[CH3:34])[CH:30]=[C:29]([C:37]([CH3:40])([CH3:39])[CH3:38])[CH:28]=3)[CH:24]=2)[CH2:20][OH:21])[CH:8]=[C:9]([C:11]([CH3:14])([CH3:13])[CH3:12])[CH:10]=1)([CH3:4])([CH3:3])[CH3:2].[Cr](Cl)([O-])(=O)=O.[NH+]1C=CC=CC=1. The catalyst is ClCCl. The product is [C:33]([C:31]1[CH:32]=[C:27]([CH2:26][CH2:25][C:23]2[CH:22]=[C:19]([CH:18]=[C:17]([CH2:16][CH2:15][C:7]3[CH:8]=[C:9]([C:11]([CH3:14])([CH3:13])[CH3:12])[CH:10]=[C:5]([C:1]([CH3:4])([CH3:3])[CH3:2])[CH:6]=3)[CH:24]=2)[CH:20]=[O:21])[CH:28]=[C:29]([C:37]([CH3:38])([CH3:39])[CH3:40])[CH:30]=1)([CH3:34])([CH3:35])[CH3:36]. The yield is 0.990.